From a dataset of Forward reaction prediction with 1.9M reactions from USPTO patents (1976-2016). Predict the product of the given reaction. (1) Given the reactants FC(F)(F)S(O[C:7]1[CH2:8][CH2:9][N:10]([C:13](=[O:18])[C:14]([F:17])([F:16])[F:15])[CH2:11][CH:12]=1)(=O)=O.C(=O)([O-])[O-].[Cs+].[Cs+].[B:27]1([B:27]2[O:31][C:30]([CH3:33])([CH3:32])[C:29]([CH3:35])([CH3:34])[O:28]2)[O:31][C:30]([CH3:33])([CH3:32])[C:29]([CH3:35])([CH3:34])[O:28]1.O, predict the reaction product. The product is: [CH3:34][C:29]1([CH3:35])[C:30]([CH3:33])([CH3:32])[O:31][B:27]([C:7]2[CH2:8][CH2:9][N:10]([C:13](=[O:18])[C:14]([F:17])([F:16])[F:15])[CH2:11][CH:12]=2)[O:28]1. (2) Given the reactants Cl[C:2]1[N:11]=[C:10]([NH:12][CH2:13][CH:14]([O:21][C:22]2[CH:27]=[CH:26][CH:25]=[CH:24][CH:23]=2)[C:15]2[CH:20]=[CH:19][CH:18]=[CH:17][CH:16]=2)[C:9]2[C:4](=[CH:5][CH:6]=[CH:7][CH:8]=2)[N:3]=1.[N:28]1[CH:29]=[CH:30][N:31]2[CH:36]=[C:35](B(O)O)[CH:34]=[CH:33][C:32]=12.C(NC1C2C(=CC=CC=2)N=C(C2SC3C=CC=CC=3C=2)N=1)(C1C=CC=CC=1)C1C=CC=CC=1, predict the reaction product. The product is: [N:28]1[CH:29]=[CH:30][N:31]2[CH:36]=[C:35]([C:2]3[N:11]=[C:10]([NH:12][CH2:13][CH:14]([O:21][C:22]4[CH:27]=[CH:26][CH:25]=[CH:24][CH:23]=4)[C:15]4[CH:20]=[CH:19][CH:18]=[CH:17][CH:16]=4)[C:9]4[C:4](=[CH:5][CH:6]=[CH:7][CH:8]=4)[N:3]=3)[CH:34]=[CH:33][C:32]=12. (3) The product is: [Br:1][C:2]1[CH:3]=[CH:4][C:5]([F:20])=[C:6]([C@:8]([NH:12][C:13](=[O:19])[O:14][C:15]([CH3:17])([CH3:16])[CH3:18])([CH3:11])[CH:9]=[O:10])[CH:7]=1. Given the reactants [Br:1][C:2]1[CH:3]=[CH:4][C:5]([F:20])=[C:6]([C@:8]([NH:12][C:13](=[O:19])[O:14][C:15]([CH3:18])([CH3:17])[CH3:16])([CH3:11])[CH2:9][OH:10])[CH:7]=1.CC(OI1(OC(C)=O)(OC(C)=O)OC(=O)C2C=CC=CC1=2)=O, predict the reaction product. (4) Given the reactants [NH2:1][CH:2]([C:7]1[CH:12]=[CH:11][C:10]([O:13][CH:14]([F:16])[F:15])=[C:9]([O:17][CH2:18][CH:19]2[CH2:21][CH2:20]2)[CH:8]=1)[CH2:3][C:4]([OH:6])=[O:5].[C:22]([Cl:25])(=O)C, predict the reaction product. The product is: [ClH:25].[CH3:22][O:5][C:4](=[O:6])[CH2:3][CH:2]([NH2:1])[C:7]1[CH:12]=[CH:11][C:10]([O:13][CH:14]([F:16])[F:15])=[C:9]([O:17][CH2:18][CH:19]2[CH2:21][CH2:20]2)[CH:8]=1. (5) The product is: [F:1][C:2]1[C:3]([NH:17][CH:5]=[N:4][C:3]#[N:17])=[N:4][C:5]([O:8][CH2:9][C:10]2[CH:11]=[CH:12][C:13]([F:16])=[CH:14][CH:15]=2)=[N:6][CH:7]=1. Given the reactants [F:1][C:2]1[C:3]([NH2:17])=[N:4][C:5]([O:8][CH2:9][C:10]2[CH:15]=[CH:14][C:13]([F:16])=[CH:12][CH:11]=2)=[N:6][CH:7]=1, predict the reaction product.